This data is from Reaction yield outcomes from USPTO patents with 853,638 reactions. The task is: Predict the reaction yield, written as a fraction of the theoretical maximum amount of product (1.0 means a 100% yield; for example, 0.34 means a 34% yield). (1) The reactants are [NH2:1][C@@H:2]([CH2:22][C:23]1[CH:28]=[CH:27][CH:26]=[CH:25][CH:24]=1)[C@@H:3]([OH:21])[CH2:4][C@@H:5]([NH:13][C:14](=[O:20])[O:15][C:16]([CH3:19])([CH3:18])[CH3:17])[CH2:6][C:7]1[CH:12]=[CH:11][CH:10]=[CH:9][CH:8]=1.FC(F)(F)C(O)=O.[CH3:36][O:37][CH2:38][C:39]1[S:40][CH:41]=[C:42]([CH2:44][N:45]2[CH2:49][CH2:48][N:47]([C@@H:50]([C:54]([CH3:57])([CH3:56])[CH3:55])[C:51](O)=[O:52])[C:46]2=[O:58])[N:43]=1.CCOP(ON1N=NC2C=CC=CC=2C1=O)(OCC)=O.C(N(CC)C(C)C)(C)C. The catalyst is C1COCC1. The product is [CH2:6]([C@H:5]([NH:13][C:14](=[O:20])[O:15][C:16]([CH3:19])([CH3:17])[CH3:18])[CH2:4][C@H:3]([OH:21])[C@@H:2]([NH:1][C:51](=[O:52])[C@@H:50]([N:47]1[CH2:48][CH2:49][N:45]([CH2:44][C:42]2[N:43]=[C:39]([CH2:38][O:37][CH3:36])[S:40][CH:41]=2)[C:46]1=[O:58])[C:54]([CH3:57])([CH3:56])[CH3:55])[CH2:22][C:23]1[CH:28]=[CH:27][CH:26]=[CH:25][CH:24]=1)[C:7]1[CH:12]=[CH:11][CH:10]=[CH:9][CH:8]=1. The yield is 0.750. (2) The reactants are [C:1]1([CH3:14])[CH:6]=[CH:5][CH:4]=[C:3]([C:7]2([C:10]([F:13])([F:12])[F:11])[NH:9][NH:8]2)[CH:2]=1.C(N(CC)CC)C.ClOC(C)(C)C.S([O-])([O-])=O.[Na+].[Na+]. The catalyst is C(O)C. The product is [C:1]1([CH3:14])[CH:6]=[CH:5][CH:4]=[C:3]([C:7]2([C:10]([F:11])([F:13])[F:12])[N:9]=[N:8]2)[CH:2]=1. The yield is 0.800. (3) The reactants are FC(F)(F)C(O)=O.[O:8]1[C:12]2[CH:13]=[CH:14][C:15]([C:17]3([C:20]([NH:22][C:23]4[CH:24]=[C:25]5[C:29](=[CH:30][CH:31]=4)[NH:28][C:27]([C:32]([CH3:43])([CH3:42])[CH2:33][NH:34]C(=O)OC(C)(C)C)=[CH:26]5)=[O:21])[CH2:19][CH2:18]3)=[CH:16][C:11]=2[O:10][CH2:9]1. The catalyst is ClCCl. The product is [NH2:34][CH2:33][C:32]([C:27]1[NH:28][C:29]2[C:25]([CH:26]=1)=[CH:24][C:23]([NH:22][C:20]([C:17]1([C:15]3[CH:14]=[CH:13][C:12]4[O:8][CH2:9][O:10][C:11]=4[CH:16]=3)[CH2:19][CH2:18]1)=[O:21])=[CH:31][CH:30]=2)([CH3:42])[CH3:43]. The yield is 0.860. (4) The reactants are Br[C:2]1[C:3](=[O:17])[N:4]([CH3:16])[C:5](=[O:15])[N:6]([CH2:8][CH2:9][CH2:10][C:11]([F:14])([F:13])[F:12])[N:7]=1.[F:18][C:19]([F:33])([F:32])[C:20]1[CH:25]=[CH:24][CH:23]=[CH:22][C:21]=1[N:26]1[CH2:31][CH2:30][NH:29][CH2:28][CH2:27]1. No catalyst specified. The product is [CH2:22]([OH:15])[CH2:21][CH2:20][CH3:19].[CH3:16][N:4]1[C:3](=[O:17])[C:2]([N:29]2[CH2:28][CH2:27][N:26]([C:21]3[CH:22]=[CH:23][CH:24]=[CH:25][C:20]=3[C:19]([F:32])([F:33])[F:18])[CH2:31][CH2:30]2)=[N:7][N:6]([CH2:8][CH2:9][CH2:10][C:11]([F:14])([F:13])[F:12])[C:5]1=[O:15]. The yield is 0.820.